This data is from Experimentally validated miRNA-target interactions with 360,000+ pairs, plus equal number of negative samples. The task is: Binary Classification. Given a miRNA mature sequence and a target amino acid sequence, predict their likelihood of interaction. (1) The miRNA is hsa-miR-224-5p with sequence UCAAGUCACUAGUGGUUCCGUUUAG. The protein sequence of the target gene is MWIPVVGLPRRLRLSALAGAGRFCILGSEAATRKHLPARNHCGLSDSSPQLWPEPDFRNPPRKASKASLDFKRYVTDRRLAETLAQIYLGKPSRPPHLLLECNPGPGILTQALLEAGAKVVALESDKTFIPHLESLGKNLDGKLRVIHCDFFKLDPRSGGVIKPPAMSSRGLFKNLGIEAVPWTADIPLKVVGMFPSRGEKRALWKLAYDLYSCTSIYKFGRIEVNMFIGEKEFQKLMADPGNPDLYHVLSVIWQLACEIKVLHMEPWSSFDIYTRKGPLENPKRRELLDQLQQKLYLIQ.... Result: 0 (no interaction). (2) The miRNA is mmu-miR-465a-5p with sequence UAUUUAGAAUGGCACUGAUGUGA. The protein sequence of the target gene is MPKFKVTRGASNREKHAPLAEQILAGNAVRAGTREKRRGREVEEEEEYVGPRLSRRILQQARQQQEELETDHGAGDRSAPPRERATRLGPGLPQDGSDEEDEEWPTLEKAAKMAGVDHQAEVIVDPEDERAIEMFMNKNPPVRRTLADIIMEKLTEKQTEVETVMSEVSGFPMPQLDPRVLEVYRGVREVLCKYRSGKLPKAFKVIPALSNWEQILYVTEPEAWTAAAMYQATRIFASNLKERMAQRFYNLVLLPRVRDDIAEYKRLNFHLYMALKKALFKPGAWFKGILIPLCESGTCT.... Result: 0 (no interaction). (3) The miRNA is hsa-miR-505-5p with sequence GGGAGCCAGGAAGUAUUGAUGU. The protein sequence of the target gene is MSDSAGGRAGLRRYPKLPVWVVEDHQEVLPFIYRAIGSKHLPASNVSFLHFDSHPDLLIPVNMPADTVFDKETLFGELSIENWIMPAVYAGHFSHVIWFHPTWAQQIREGRHHFLVGKDTSTTTIRVTSTDHYFLSDGLYVPEDQLENQKPLQLDVIMVKPYKLCNNQEENDAVSSAKKPKLALEDSENTASTNCDSSSEGLEKDTATQRSDQTCLEPSCSCSSENQECQTAASTGEILEILKKGKAFVLDIDLDFFSVKNPFKEMFTQEEYKILQELYQFKKPGTNLTEEDLVDIVDTR.... Result: 1 (interaction). (4) The miRNA is hsa-miR-506-5p with sequence UAUUCAGGAAGGUGUUACUUAA. The protein sequence of the target gene is MGTTAPGPIHLLELCDQKLMEFLCNMDNKDLVWLEEIQEEAERMFTREFSKEPELMPKTPSQKNRRKKRRISYVQDENRDPIRRRLSRRKSRSSQLSSRRLRSKDSVEKLATVVGENGSVLRRVTRAAAAAAAATMALAAPSSPTPESPTMLTKKPEDNHTQCQLVPVVEIGISERQNAEQHVTQLMSTEPLPRTLSPTPASATAPTSQGIPTSDEESTPKKSKARILESITVSSLMATPQDPKGQGVGTGRSASKLRIAQVSPGPRDSPAFPDSPWRERVLAPILPDNFSTPTGSRTDS.... Result: 0 (no interaction). (5) The miRNA is hsa-miR-424-5p with sequence CAGCAGCAAUUCAUGUUUUGAA. The protein sequence of the target gene is MDLTKMGMIQLQNPSHPTGLLCKANQMRLAGTLCDVVIMVDSQEFHAHRTVLACTSKMFEILFHRNSQHYTLDFLSPKTFQQILEYAYTATLQAKAEDLDDLLYAAEILEIEYLEEQCLKMLETIQASDDNDTEATMADGGAEEEEDRKARYLKNIFISKHSSEESGYASVAGQSLPGPMVDQSPSVSTSFGLSAMSPTKAAVDSLMTIGQSLLQGTLQPPAGPEEPTLAGGGRHPGVAEVKTEMMQVDEVPSQDSPGAAESSISGGMGDKVEERGKEGPGTPTRSSVITSARELHYGRE.... Result: 1 (interaction). (6) The miRNA is mmu-miR-10a-3p with sequence CAAAUUCGUAUCUAGGGGAAUA. The protein sequence of the target gene is MAAVKASTSKATRPWYSHPVYARYWQHYHQAMAWMQSHHNAYRKAVESCFNLPWYLPSALLPQSSYDNEAAYPQSFYDHHVAWQDYPCSSSHFRRSGQHPRYSSRIQASTKEDQALSKEEEMETESDAEVECDLSNMEITEELRQYFAETERHREERRRQQQLDAERLDSYVNADHDLYCNTRRSVEAPTERPGERRQAEMKRLYGDSAAKIQAMEAAVQLSFDKHCDRKQPKYWPVIPLKF. Result: 0 (no interaction). (7) The miRNA is hsa-miR-660-5p with sequence UACCCAUUGCAUAUCGGAGUUG. The protein sequence of the target gene is MSVPLLKIGVVLSTMAMITNWMSQTLPSLVGLNTTRLSAASGGTLDRSTGVLPTNPEESWQVYSSAQDSEGRCICTVVAPQQTMCSRDARTKQLRQLLEKVQNMSQSIEVLDRRTQRDLQYVEKMENQMKGLETKFKQVEESHKQHLARQFKAIKAKMDELRPLIPVLEEYKADAKLVLQFKEEVQNLTSVLNELQEEIGAYDYDELQSRVSNLEERLRACMQKLACGKLTGISDPVTVKTSGSRFGSWMTDPLAPEGDNRVWYMDGYHNNRFVREYKSMVDFMNTDNFTSHRLPHPWSG.... Result: 0 (no interaction). (8) The miRNA is hsa-miR-3173-3p with sequence AAAGGAGGAAAUAGGCAGGCCA. The protein sequence of the target gene is MKENYCLQAALVCLGMLCHSHAFAPERRGHLRPSFHGHHEKGKEGQVLQRSKRGWVWNQFFVIEEYTGPDPVLVGRLHSDIDSGDGNIKYILSGEGAGTIFVIDDKSGNIHATKTLDREERAQYTLMAQAVDRDTNRPLEPPSEFIVKVQDINDNPPEFLHETYHANVPERSNVGTSVIQVTASDADDPTYGNSAKLVYSILEGQPYFSVEAQTGIIRTALPNMDREAKEEYHVVIQAKDMGGHMGGLSGTTKVTITLTDVNDNPPKFPQSVYQMSVSEAAVPGEEVGRVKAKDPDIGEN.... Result: 0 (no interaction).